This data is from Full USPTO retrosynthesis dataset with 1.9M reactions from patents (1976-2016). The task is: Predict the reactants needed to synthesize the given product. (1) Given the product [Cl-:13].[CH3:9][O:11][CH2:12][N+:4]1([CH2:1][CH2:2][CH3:3])[CH2:8][CH2:7][CH2:6][CH2:5]1, predict the reactants needed to synthesize it. The reactants are: [CH2:1]([N:4]1[CH2:8][CH2:7][CH2:6][CH2:5]1)[CH2:2][CH3:3].[CH2:9]([O:11][CH2:12][Cl:13])C. (2) The reactants are: [F:1][C:2]([P:8]([C:11]([F:17])([F:16])[C:12]([F:15])([F:14])[F:13])(=O)[OH:9])([F:7])[C:3]([F:6])([F:5])[F:4].C1(P(Cl)(Cl)(Cl)[Cl:25])C=CC=CC=1. Given the product [F:1][C:2]([P:8]([Cl:25])([C:11]([F:17])([F:16])[C:12]([F:15])([F:14])[F:13])=[O:9])([F:7])[C:3]([F:6])([F:5])[F:4], predict the reactants needed to synthesize it. (3) Given the product [CH:1]1([CH2:4][O:5][C:6]2[CH:7]=[C:8]([CH:14]([N:20]3[C:31](=[O:30])[C:26]4[C:27](=[CH:33][CH:34]=[CH:35][C:25]=4[NH:24][C:21](=[O:23])[CH3:22])[C:28]3=[O:29])[CH2:15][S:16]([CH3:19])(=[O:17])=[O:18])[CH:9]=[CH:10][C:11]=2[O:12][CH3:13])[CH2:3][CH2:2]1, predict the reactants needed to synthesize it. The reactants are: [CH:1]1([CH2:4][O:5][C:6]2[CH:7]=[C:8]([CH:14]([NH2:20])[CH2:15][S:16]([CH3:19])(=[O:18])=[O:17])[CH:9]=[CH:10][C:11]=2[O:12][CH3:13])[CH2:3][CH2:2]1.[C:21]([NH:24][C:25]1[CH:35]=[CH:34][CH:33]=[C:27]2[C:28]([O:30][C:31](=O)[C:26]=12)=[O:29])(=[O:23])[CH3:22].C([O-])(=O)C.[Na+].